From a dataset of Full USPTO retrosynthesis dataset with 1.9M reactions from patents (1976-2016). Predict the reactants needed to synthesize the given product. (1) Given the product [Br:26][C:17]1[C:16]([CH3:27])=[N:15][N:14]([CH2:13][CH2:12][S:9]([NH2:8])(=[O:11])=[O:10])[C:18]=1[C:19]1[CH:20]=[CH:21][C:22]([F:25])=[CH:23][CH:24]=1, predict the reactants needed to synthesize it. The reactants are: C([N:8](CC1C=CC=CC=1)[S:9]([CH2:12][CH2:13][N:14]1[C:18]([C:19]2[CH:24]=[CH:23][C:22]([F:25])=[CH:21][CH:20]=2)=[C:17]([Br:26])[C:16]([CH3:27])=[N:15]1)(=[O:11])=[O:10])C1C=CC=CC=1.OS(O)(=O)=O.C(O)C.[OH-].[Na+]. (2) Given the product [Br:30][C:31]1[CH:36]=[CH:35][C:34]([CH:37]([CH3:52])[C:38]([C:40]2[CH:51]=[CH:50][C:43]3[N:44]([CH3:49])[C:45](=[O:48])[N:46]([CH3:47])[C:42]=3[CH:41]=2)([OH:39])[C:23]([F:25])([F:24])[F:22])=[C:33]([Cl:53])[CH:32]=1, predict the reactants needed to synthesize it. The reactants are: O.O.O.[F-].C([N+](CCCC)(CCCC)CCCC)CCC.[F:22][C:23]([Si](C)(C)C)([F:25])[F:24].[Br:30][C:31]1[CH:36]=[CH:35][C:34]([CH:37]([CH3:52])[C:38]([C:40]2[CH:51]=[CH:50][C:43]3[N:44]([CH3:49])[C:45](=[O:48])[N:46]([CH3:47])[C:42]=3[CH:41]=2)=[O:39])=[C:33]([Cl:53])[CH:32]=1.[F-].C([N+](CCCC)(CCCC)CCCC)CCC. (3) Given the product [C:1]1([CH2:7][C:30]([O:18][CH2:19][CH3:22])=[O:32])[CH:6]=[CH:5][CH:4]=[CH:3][CH:2]=1, predict the reactants needed to synthesize it. The reactants are: [C:1]1([CH3:7])[CH:6]=[CH:5][CH:4]=[CH:3][CH:2]=1.CC(O[O:18][C:19]([C:22]1C=CC=CC=1)(C)C)(C1C=CC=CC=1)C.[C]=O.[CH2:30]([OH:32])C. (4) Given the product [Cl:1][C:2]1[C:7](=[O:8])[N:6]([CH2:9][C:10]2[O:12][N:27]=[C:26]([C:28]3[CH:33]=[CH:32][N:31]=[CH:30][CH:29]=3)[N:25]=2)[N:5]=[CH:4][C:3]=1[NH:13][C@@H:14]1[CH2:19][C@@H:18]2[CH2:20][C@@H:16]([C:17]2([CH3:22])[CH3:21])[C@H:15]1[CH3:23], predict the reactants needed to synthesize it. The reactants are: [Cl:1][C:2]1[C:7](=[O:8])[N:6]([CH2:9][C:10]([OH:12])=O)[N:5]=[CH:4][C:3]=1[NH:13][C@@H:14]1[CH2:19][C@@H:18]2[CH2:20][C@@H:16]([C:17]2([CH3:22])[CH3:21])[C@H:15]1[CH3:23].O[N:25]=[C:26]([C:28]1[CH:33]=[CH:32][N:31]=[CH:30][CH:29]=1)[NH2:27].C1(N=C=NC2CCCCC2)CCCCC1. (5) Given the product [CH3:14][O:15][C:16]1[CH:23]=[CH:22][C:21]([O:24][CH3:25])=[CH:20][C:17]=1[CH:18]=[N:5][CH2:4][CH:3]([O:6][CH3:7])[O:2][CH3:1], predict the reactants needed to synthesize it. The reactants are: [CH3:1][O:2][CH:3]([O:6][CH3:7])[CH2:4][NH2:5].[O-]S([O-])(=O)=O.[Mg+2].[CH3:14][O:15][C:16]1[CH:23]=[CH:22][C:21]([O:24][CH3:25])=[CH:20][C:17]=1[CH:18]=O. (6) Given the product [CH3:22][O:21][N:20]([CH3:19])[C:14]([C:11]1([F:17])[CH2:10][CH2:9][N:8]([C:6]([O:5][C:1]([CH3:2])([CH3:3])[CH3:4])=[O:7])[CH2:13][CH2:12]1)=[O:16], predict the reactants needed to synthesize it. The reactants are: [C:1]([O:5][C:6]([N:8]1[CH2:13][CH2:12][C:11]([F:17])([C:14]([OH:16])=O)[CH2:10][CH2:9]1)=[O:7])([CH3:4])([CH3:3])[CH3:2].Cl.[CH3:19][NH:20][O:21][CH3:22].O.C(OCC)(=O)C.